This data is from Forward reaction prediction with 1.9M reactions from USPTO patents (1976-2016). The task is: Predict the product of the given reaction. The product is: [NH:22]1[C:26]2[CH:27]=[C:28]([NH:31][C:15](=[O:17])[CH:14]([N:11]3[CH:12]=[CH:13][C:8]([C:6]4[CH:7]=[C:2]([Cl:1])[CH:3]=[CH:4][C:5]=4[C:20]#[N:21])=[CH:9][C:10]3=[O:19])[CH3:18])[CH:29]=[CH:30][C:25]=2[N:24]=[CH:23]1. Given the reactants [Cl:1][C:2]1[CH:3]=[CH:4][C:5]([C:20]#[N:21])=[C:6]([C:8]2[CH:13]=[CH:12][N:11]([CH:14]([CH3:18])[C:15]([OH:17])=O)[C:10](=[O:19])[CH:9]=2)[CH:7]=1.[NH:22]1[C:26]2[CH:27]=[C:28]([NH2:31])[CH:29]=[CH:30][C:25]=2[N:24]=[CH:23]1, predict the reaction product.